This data is from Reaction yield outcomes from USPTO patents with 853,638 reactions. The task is: Predict the reaction yield, written as a fraction of the theoretical maximum amount of product (1.0 means a 100% yield; for example, 0.34 means a 34% yield). (1) The reactants are C([O:8][C:9](=[O:31])[C@@H:10]([CH2:27][CH:28]([CH3:30])[CH3:29])[N:11]([CH2:19][C:20]([O:22][C:23]([CH3:26])([CH3:25])[CH3:24])=[O:21])[C:12]([O:14][C:15]([CH3:18])([CH3:17])[CH3:16])=[O:13])C1C=CC=CC=1.[H][H]. The catalyst is CO.[C].[Pd]. The product is [C:23]([O:22][C:20]([CH2:19][N:11]([C:12]([O:14][C:15]([CH3:17])([CH3:16])[CH3:18])=[O:13])[C@@H:10]([C:9]([OH:31])=[O:8])[CH2:27][CH:28]([CH3:30])[CH3:29])=[O:21])([CH3:24])([CH3:25])[CH3:26]. The yield is 0.960. (2) The catalyst is C(Cl)Cl. The product is [CH:1]([C@@H:4]1[C:9](=[O:10])[N:8]([C:11]2[CH:16]=[C:15]([S:45]([CH3:33])(=[O:48])=[O:44])[C:14]([C:19]([O:21][CH3:22])=[O:20])=[CH:13][C:12]=2[N+:23]([O-:25])=[O:24])[CH2:7][CH2:6][N:5]1[C:26]([O:28][C:29]([CH3:32])([CH3:30])[CH3:31])=[O:27])([CH3:3])[CH3:2]. The yield is 0.854. The reactants are [CH:1]([C@@H:4]1[C:9](=[O:10])[N:8]([C:11]2[CH:16]=[C:15](SC)[C:14]([C:19]([O:21][CH3:22])=[O:20])=[CH:13][C:12]=2[N+:23]([O-:25])=[O:24])[CH2:7][CH2:6][N:5]1[C:26]([O:28][C:29]([CH3:32])([CH3:31])[CH3:30])=[O:27])([CH3:3])[CH3:2].[CH:33]1C=C(Cl)C=C(C(OO)=O)C=1.[O-:44][S:45]([O-:48])(=S)=O.[Na+].[Na+]. (3) The reactants are [F:1]/[C:2](=[CH:15]/[CH2:16][C:17]1[CH:22]=[C:21]([C:23]([F:26])([F:25])[F:24])[CH:20]=[C:19]([F:27])[CH:18]=1)/[CH2:3][N:4]1C(=O)C2=CC=CC=C2C1=O. The catalyst is CCO.CN. The product is [F:1]/[C:2](=[CH:15]/[CH2:16][C:17]1[CH:22]=[C:21]([C:23]([F:24])([F:26])[F:25])[CH:20]=[C:19]([F:27])[CH:18]=1)/[CH2:3][NH2:4]. The yield is 0.890.